Predict the reactants needed to synthesize the given product. From a dataset of Full USPTO retrosynthesis dataset with 1.9M reactions from patents (1976-2016). (1) Given the product [CH3:107][CH2:106][NH:105][C:103]([C@H:102]1[N:101]([C:99]([C@@H:80]([NH:79][C:77]([C@@H:72]([NH:71][C:69]([C@H:64]([NH:63][C:61]([C@@H:52]([NH:51][C:49]([C@@H:46]([NH:45][C:43]([C@@H:32]([NH:31][C:29]([C@@H:22]([NH:21][C:19]([C@H:17]2[NH:18][C:14](=[O:13])[CH2:15][CH2:16]2)=[O:20])[CH2:23][C:24]2[N:28]=[CH:27][NH:26][CH:25]=2)=[O:30])[CH2:33][C:34]2[C:42]3[CH:41]=[CH:40][CH:39]=[CH:38][C:37]=3[NH:36][CH:35]=2)=[O:44])[CH2:47][OH:48])=[O:50])[CH2:53][C:54]2[CH:55]=[CH:56][C:57]([OH:60])=[CH:58][CH:59]=2)=[O:62])[CH2:65][CH:66]([CH3:68])[CH3:67])=[O:70])[CH2:73][CH:74]([CH3:76])[CH3:75])=[O:78])[CH2:81][CH2:82][CH2:83][NH:84][C:85]([NH2:98])=[NH:86])=[O:100])[CH2:110][CH2:109][CH2:108]1)=[O:104], predict the reactants needed to synthesize it. The reactants are: CS(O)(=O)=O.C1(O)C=CC=CC=1.[O:13]=[C:14]1[NH:18][C@H:17]([C:19]([NH:21][C@H:22]([C:29]([NH:31][C@H:32]([C:43]([NH:45][C@H:46]([C:49]([NH:51][C@H:52]([C:61]([NH:63][C@@H:64]([C:69]([NH:71][C@H:72]([C:77]([NH:79][C@H:80]([C:99]([N:101]2[CH2:110][CH2:109][CH2:108][C@H:102]2[C:103]([NH:105][CH2:106][CH3:107])=[O:104])=[O:100])[CH2:81][CH2:82][CH2:83][NH:84][C:85](=[NH:98])[NH:86]S(C2C=CC(OC)=CC=2)(=O)=O)=[O:78])[CH2:73][CH:74]([CH3:76])[CH3:75])=[O:70])[CH2:65][CH:66]([CH3:68])[CH3:67])=[O:62])[CH2:53][C:54]2[CH:59]=[CH:58][C:57]([OH:60])=[CH:56][CH:55]=2)=[O:50])[CH2:47][OH:48])=[O:44])[CH2:33][C:34]2[C:42]3[C:37](=[CH:38][CH:39]=[CH:40][CH:41]=3)[NH:36][CH:35]=2)=[O:30])[CH2:23][C:24]2[N:28]=[CH:27][NH:26][CH:25]=2)=[O:20])[CH2:16][CH2:15]1.C(=O)([O-])[O-].[K+].[K+]. (2) Given the product [Cl:46][C:38]1[CH:39]=[CH:40][C:41]([C:42](=[O:43])[CH2:44][N:21]2[CH2:20][CH2:19][CH:18]([N:14]3[C:13]4[CH:24]=[C:9]([F:8])[C:10]([C:25]([NH:27][CH3:28])=[O:26])=[CH:11][C:12]=4[NH:16][C:15]3=[O:17])[CH2:23][CH2:22]2)=[CH:36][CH:37]=1, predict the reactants needed to synthesize it. The reactants are: FC(F)(F)C([O-])=O.[F:8][C:9]1[C:10]([C:25]([NH:27][CH3:28])=[O:26])=[CH:11][C:12]2[NH:16][C:15](=[O:17])[N:14]([CH:18]3[CH2:23][CH2:22][NH2+:21][CH2:20][CH2:19]3)[C:13]=2[CH:24]=1.C(N(CC)CC)C.[CH:36]1[C:41]([C:42]([CH2:44]Br)=[O:43])=[CH:40][CH:39]=[C:38]([Cl:46])[CH:37]=1.[Br-].C(=O)(O)[O-].[Na+]. (3) Given the product [Cl:1][C:2]1[N:7]=[C:6]([NH:8][CH2:9][CH2:10][CH2:11][O:12][C:27]2[CH:26]=[C:25]3[C:30](=[CH:29][CH:28]=2)[C@H:22]([CH2:21][C:20]([O:19][CH2:17][CH3:18])=[O:32])[CH2:23][CH2:24]3)[C:5]([C:13]([F:16])([F:14])[F:15])=[CH:4][CH:3]=1, predict the reactants needed to synthesize it. The reactants are: [Cl:1][C:2]1[N:7]=[C:6]([NH:8][CH2:9][CH2:10][CH2:11][OH:12])[C:5]([C:13]([F:16])([F:15])[F:14])=[CH:4][CH:3]=1.[CH2:17]([O:19][C:20](=[O:32])[CH2:21][C@H:22]1[C:30]2[C:25](=[CH:26][C:27](O)=[CH:28][CH:29]=2)[CH2:24][CH2:23]1)[CH3:18].C1(P(C2C=CC=CC=2)C2C=CC=CC=2)C=CC=CC=1.